From a dataset of Catalyst prediction with 721,799 reactions and 888 catalyst types from USPTO. Predict which catalyst facilitates the given reaction. (1) Reactant: [Br:1][C:2]1[CH:3]=[C:4]([S:8](Cl)(=[O:10])=[O:9])[CH:5]=[CH:6][CH:7]=1.[CH3:12][NH:13][CH3:14].C1COCC1. Product: [Br:1][C:2]1[CH:3]=[C:4]([S:8]([N:13]([CH3:14])[CH3:12])(=[O:10])=[O:9])[CH:5]=[CH:6][CH:7]=1. The catalyst class is: 17. (2) Reactant: [Cl:1][C:2]1[CH:7]=[C:6]([Cl:8])[CH:5]=[CH:4][C:3]=1[S:9]([NH:12][C:13]1[CH:22]=[CH:21][C:16]([C:17](OC)=[O:18])=[CH:15][CH:14]=1)(=[O:11])=[O:10].[H-].[Al+3].[Li+].[H-].[H-].[H-].Cl.C(OCC)(=O)C. Product: [Cl:1][C:2]1[CH:7]=[C:6]([Cl:8])[CH:5]=[CH:4][C:3]=1[S:9]([NH:12][C:13]1[CH:22]=[CH:21][C:16]([CH2:17][OH:18])=[CH:15][CH:14]=1)(=[O:10])=[O:11]. The catalyst class is: 7. (3) Reactant: C(OC(=O)[NH:10][CH2:11][CH2:12][CH2:13][CH2:14][C:15]1[CH:20]=[CH:19][C:18]([O:21][CH2:22][C:23](=[O:31])[N:24]([CH2:28][CH2:29][OH:30])[CH2:25][CH2:26][OH:27])=[CH:17][CH:16]=1)C1C=CC=CC=1.[H][H]. Product: [NH2:10][CH2:11][CH2:12][CH2:13][CH2:14][C:15]1[CH:20]=[CH:19][C:18]([O:21][CH2:22][C:23]([N:24]([CH2:28][CH2:29][OH:30])[CH2:25][CH2:26][OH:27])=[O:31])=[CH:17][CH:16]=1. The catalyst class is: 29. (4) Reactant: [C:1]1([C:7]([OH:9])=[O:8])([C:4](O)=[O:5])[CH2:3][CH2:2]1.[CH3:10][NH:11][C:12]1[CH:17]=[CH:16][CH:15]=[CH:14][CH:13]=1. Product: [CH3:10][N:11]([C:12]1[CH:17]=[CH:16][CH:15]=[CH:14][CH:13]=1)[C:4]([C:1]1([C:7]([OH:9])=[O:8])[CH2:3][CH2:2]1)=[O:5]. The catalyst class is: 49.